From a dataset of Forward reaction prediction with 1.9M reactions from USPTO patents (1976-2016). Predict the product of the given reaction. Given the reactants [Cl:1][C:2]1[CH:3]=[CH:4][C:5](C)=[C:6]([CH:19]=1)[C:7]([C:9](=[CH:15][N:16](C)C)[C:10]([O:12][CH2:13][CH3:14])=[O:11])=O.[NH2:21]N.[CH2:23]([OH:25])C, predict the reaction product. The product is: [Cl:1][C:2]1[CH:3]=[CH:4][C:5]([O:25][CH3:23])=[C:6]([C:7]2[NH:21][N:16]=[CH:15][C:9]=2[C:10]([O:12][CH2:13][CH3:14])=[O:11])[CH:19]=1.